This data is from Forward reaction prediction with 1.9M reactions from USPTO patents (1976-2016). The task is: Predict the product of the given reaction. Given the reactants Cl.[Cl:2][C:3]1[CH:44]=[C:43]([S:45](=[O:65])(=[O:64])[N:46](CC2C=CC(OC)=CC=2OC)[C:47]2[CH:52]=[CH:51][N:50]=[CH:49][N:48]=2)[C:42]([F:66])=[CH:41][C:4]=1[O:5][C:6]1[CH:11]=[CH:10][C:9]([C:12]2[CH:17]=[CH:16][C:15]([C:18]([F:21])([F:20])[F:19])=[CH:14][CH:13]=2)=[CH:8][C:7]=1[C:22]1[CH:27]=[CH:26][N:25]=[C:24]([N:28]2[CH2:33][CH2:32][N:31](C(OC(C)(C)C)=O)[CH2:30][CH2:29]2)[CH:23]=1, predict the reaction product. The product is: [ClH:2].[Cl:2][C:3]1[C:4]([O:5][C:6]2[CH:11]=[CH:10][C:9]([C:12]3[CH:17]=[CH:16][C:15]([C:18]([F:19])([F:20])[F:21])=[CH:14][CH:13]=3)=[CH:8][C:7]=2[C:22]2[CH:27]=[CH:26][N:25]=[C:24]([N:28]3[CH2:29][CH2:30][NH:31][CH2:32][CH2:33]3)[CH:23]=2)=[CH:41][C:42]([F:66])=[C:43]([S:45]([NH:46][C:47]2[CH:52]=[CH:51][N:50]=[CH:49][N:48]=2)(=[O:65])=[O:64])[CH:44]=1.